This data is from Catalyst prediction with 721,799 reactions and 888 catalyst types from USPTO. The task is: Predict which catalyst facilitates the given reaction. (1) Product: [Cl:10][C:9]1[CH:8]=[CH:7][C:6]([C:11]2[C:12]([C:17]([O:19][CH3:20])=[O:18])=[N:13][CH:14]=[CH:15][CH:16]=2)=[CH:5][C:4]=1[C:1]([NH:27][CH2:28][C:29]1([OH:36])[CH2:35][CH2:34][CH2:33][CH2:32][CH2:31][CH2:30]1)=[O:3]. Reactant: [C:1]([C:4]1[CH:5]=[C:6]([C:11]2[C:12]([C:17]([O:19][CH3:20])=[O:18])=[N:13][CH:14]=[CH:15][CH:16]=2)[CH:7]=[CH:8][C:9]=1[Cl:10])([OH:3])=O.C(Cl)(=O)C(Cl)=O.[NH2:27][CH2:28][C:29]1([OH:36])[CH2:35][CH2:34][CH2:33][CH2:32][CH2:31][CH2:30]1.C(N(CC)CC)C. The catalyst class is: 204. (2) Reactant: [F:1][C:2]([F:7])([F:6])[C:3]([OH:5])=[O:4].[C:8]([C:10]1([C:25]2[CH:26]=[N:27][CH:28]=[C:29]([F:31])[CH:30]=2)[CH2:16][C@@H:15]2[N:17](C(OC(C)(C)C)=O)[C@@H:12]([CH:13]=[CH:14]2)[CH2:11]1)#[N:9]. Product: [F:31][C:29]1[CH:30]=[C:25]([C:10]2([C:8]#[N:9])[CH2:16][C@@H:15]3[NH2+:17][C@@H:12]([CH:13]=[CH:14]3)[CH2:11]2)[CH:26]=[NH+:27][CH:28]=1.[F:1][C:2]([F:7])([F:6])[C:3]([O-:5])=[O:4]. The catalyst class is: 4. (3) Reactant: [Cl:1][C:2]1[CH:3]=[CH:4][C:5]([C:18]2[N:22]([CH2:23][CH:24]3[CH2:29][CH2:28][CH2:27][CH2:26][CH2:25]3)[C:21]3[CH:30]=[C:31]([F:35])[C:32]([F:34])=[CH:33][C:20]=3[N:19]=2)=[C:6]([CH:17]=1)[O:7][CH2:8][C:9]1[CH:10]=[C:11]([CH:14]=[CH:15][CH:16]=1)[C:12]#[N:13].[N-:36]=[N+:37]=[N-:38].[Na+].[Cl-].[NH4+]. Product: [Cl:1][C:2]1[CH:3]=[CH:4][C:5]([C:18]2[N:22]([CH2:23][CH:24]3[CH2:29][CH2:28][CH2:27][CH2:26][CH2:25]3)[C:21]3[CH:30]=[C:31]([F:35])[C:32]([F:34])=[CH:33][C:20]=3[N:19]=2)=[C:6]([O:7][CH2:8][C:9]2[CH:16]=[CH:15][CH:14]=[C:11]([C:12]3[NH:38][N:37]=[N:36][N:13]=3)[CH:10]=2)[CH:17]=1. The catalyst class is: 9. (4) Reactant: [CH3:1][O:2][C:3](=[O:38])[NH:4][CH:5]([C:9]([N:11]1[CH:17]([C:18]2[NH:19][C:20]([C:23]3[CH:28]=[CH:27][C:26](B4OC(C)(C)C(C)(C)O4)=[CH:25][CH:24]=3)=[CH:21][N:22]=2)[CH2:16][C:13]2([CH2:15][CH2:14]2)[CH2:12]1)=[O:10])[CH:6]([CH3:8])[CH3:7].[C:39]([O:43][C:44]([N:46]1[CH2:50][CH:49]([C:51]#[N:52])[CH2:48][CH:47]1[C:53]1[NH:54][C:55]([C:58]2[CH:67]=[CH:66][C:65]3[C:60](=[CH:61][CH:62]=[C:63](Br)[CH:64]=3)[CH:59]=2)=[CH:56][N:57]=1)=[O:45])([CH3:42])([CH3:41])[CH3:40].C([O-])([O-])=O.[K+].[K+]. Product: [C:39]([O:43][C:44]([N:46]1[CH2:50][CH:49]([C:51]#[N:52])[CH2:48][CH:47]1[C:53]1[NH:54][C:55]([C:58]2[CH:67]=[CH:66][C:65]3[C:60](=[CH:61][CH:62]=[C:63]([C:26]4[CH:25]=[CH:24][C:23]([C:20]5[NH:19][C:18]([CH:17]6[CH2:16][C:13]7([CH2:14][CH2:15]7)[CH2:12][N:11]6[C:9](=[O:10])[CH:5]([NH:4][C:3]([O:2][CH3:1])=[O:38])[CH:6]([CH3:8])[CH3:7])=[N:22][CH:21]=5)=[CH:28][CH:27]=4)[CH:64]=3)[CH:59]=2)=[CH:56][N:57]=1)=[O:45])([CH3:42])([CH3:41])[CH3:40]. The catalyst class is: 104. (5) Reactant: [NH2:1][C:2]1[N:7]=[C:6]([NH:8][C@H:9]2[CH2:14][CH2:13][C@H:12]([OH:15])[CH2:11][CH2:10]2)[CH:5]=[C:4]([CH3:16])[N:3]=1.[Br:17]NC(=O)CCC(N)=O. Product: [NH2:1][C:2]1[N:7]=[C:6]([NH:8][C@H:9]2[CH2:14][CH2:13][C@H:12]([OH:15])[CH2:11][CH2:10]2)[C:5]([Br:17])=[C:4]([CH3:16])[N:3]=1. The catalyst class is: 22. (6) Reactant: Cl.[NH2:2][C@@H:3]([CH3:16])[C@@H:4]([C:6]1[CH:7]=[CH:8][C:9]2[CH2:14][O:13][CH2:12][O:11][C:10]=2[CH:15]=1)[OH:5].CCN(C(C)C)C(C)C.C1N=CN([C:31](N2C=NC=C2)=[O:32])C=1. Product: [O:11]1[C:10]2[CH:15]=[C:6]([C@H:4]3[O:5][C:31](=[O:32])[NH:2][C@H:3]3[CH3:16])[CH:7]=[CH:8][C:9]=2[CH2:14][O:13][CH2:12]1. The catalyst class is: 1. (7) Reactant: [O:1]1[C:5]2[CH:6]=[CH:7][C:8]([CH:10]([C:12]3[CH:17]=[CH:16][CH:15]=[CH:14][CH:13]=3)[OH:11])=[CH:9][C:4]=2[CH:3]=[CH:2]1.C(N(CC)CC)C.C(Cl)Cl.CS(C)=O. Product: [O:1]1[C:5]2[CH:6]=[CH:7][C:8]([C:10]([C:12]3[CH:13]=[CH:14][CH:15]=[CH:16][CH:17]=3)=[O:11])=[CH:9][C:4]=2[CH:3]=[CH:2]1. The catalyst class is: 16. (8) Reactant: C[O:2][C:3]([C:5]1[CH:6]=[C:7]2[C:12](=[CH:13][CH:14]=1)[CH2:11][N:10]([CH2:15][C:16]1[CH:21]=[CH:20][C:19]([C:22]([F:25])([F:24])[F:23])=[CH:18][CH:17]=1)[CH2:9][CH2:8]2)=[O:4].[OH-].[K+:27]. Product: [F:24][C:22]([F:23])([F:25])[C:19]1[CH:18]=[CH:17][C:16]([CH2:15][N:10]2[CH2:9][CH2:8][C:7]3[C:12](=[CH:13][CH:14]=[C:5]([C:3]([O-:4])=[O:2])[CH:6]=3)[CH2:11]2)=[CH:21][CH:20]=1.[K+:27]. The catalyst class is: 41. (9) Reactant: [N:1]1[CH:2]=[CH:3][N:4]2[C:12]3[C:7](=[N:8][CH:9]=[CH:10][CH:11]=3)[N:6]([C:13]3[CH:18]=[CH:17][C:16]([OH:19])=[CH:15][CH:14]=3)[C:5]=12.[H-].[Na+].Cl[C:23]1[N:27]([CH2:28][C:29](=[O:31])[CH3:30])[C:26]2[CH:32]=[CH:33][CH:34]=[CH:35][C:25]=2[N:24]=1.O. Product: [N:1]1[CH:2]=[CH:3][N:4]2[C:12]3[C:7](=[N:8][CH:9]=[CH:10][CH:11]=3)[N:6]([C:13]3[CH:18]=[CH:17][C:16]([O:19][C:23]4[N:27]([CH2:28][C:29](=[O:31])[CH3:30])[C:26]5[CH:32]=[CH:33][CH:34]=[CH:35][C:25]=5[N:24]=4)=[CH:15][CH:14]=3)[C:5]=12. The catalyst class is: 3.